From a dataset of Forward reaction prediction with 1.9M reactions from USPTO patents (1976-2016). Predict the product of the given reaction. (1) Given the reactants Cl[C:2]1[CH:9]=[CH:8][C:5]([C:6]#[N:7])=[CH:4][C:3]=1[N+:10]([O-:12])=[O:11].[CH2:13]([NH2:16])[CH2:14][CH3:15], predict the reaction product. The product is: [CH2:13]([NH:16][C:2]1[CH:9]=[CH:8][C:5]([C:6]#[N:7])=[CH:4][C:3]=1[N+:10]([O-:12])=[O:11])[CH2:14][CH3:15]. (2) Given the reactants [NH2:1][C:2]1[CH:7]=[CH:6][C:5]([S:8]([NH:11][C:12]2[S:13][C:14]([CH3:17])=[N:15][N:16]=2)(=[O:10])=[O:9])=[CH:4][CH:3]=1.[C:18](Cl)(=[O:28])[CH2:19][CH2:20][CH2:21][CH2:22][CH2:23][CH2:24][CH2:25][CH2:26][CH3:27].Cl, predict the reaction product. The product is: [CH3:17][C:14]1[S:13][C:12]([NH:11][S:8]([C:5]2[CH:6]=[CH:7][C:2]([NH:1][C:18](=[O:28])[CH2:19][CH2:20][CH2:21][CH2:22][CH2:23][CH2:24][CH2:25][CH2:26][CH3:27])=[CH:3][CH:4]=2)(=[O:10])=[O:9])=[N:16][N:15]=1. (3) Given the reactants [H-].[Na+].[OH:3][C:4]1[CH:9]=[C:8]([CH3:10])[CH:7]=[CH:6][C:5]=1[C:11](=[O:13])[CH3:12].[C:14](=O)(OCC)[O:15]CC.Cl, predict the reaction product. The product is: [OH:13][C:11]1[C:5]2[C:4](=[CH:9][C:8]([CH3:10])=[CH:7][CH:6]=2)[O:3][C:14](=[O:15])[CH:12]=1. (4) Given the reactants O=[C:2]([C:20]1[CH:25]=[CH:24][CH:23]=[C:22]([C:26]([F:29])([F:28])[F:27])[CH:21]=1)[CH2:3][NH:4][C:5]([CH:7]1[CH2:12][CH2:11][N:10](C(OC(C)(C)C)=O)[CH2:9][CH2:8]1)=O.[NH4+:30].[Cl-], predict the reaction product. The product is: [F:27][C:26]([F:29])([F:28])[C:22]1[CH:21]=[C:20]([C:2]2[N:30]=[C:5]([CH:7]3[CH2:12][CH2:11][NH:10][CH2:9][CH2:8]3)[NH:4][CH:3]=2)[CH:25]=[CH:24][CH:23]=1.